From a dataset of Catalyst prediction with 721,799 reactions and 888 catalyst types from USPTO. Predict which catalyst facilitates the given reaction. (1) Reactant: [Cl:1][C:2]1[CH:3]=[C:4]([CH:6]=[CH:7][C:8]=1[O:9][CH2:10][C:11]1[CH:16]=[CH:15][CH:14]=[CH:13][N:12]=1)[NH2:5].Cl.Cl[C:19]1[C:28]2[C:23](=[CH:24][C:25]([O:43][CH3:44])=[C:26]([O:29][CH:30]3[CH2:35][CH2:34][N:33](C(OC(C)(C)C)=O)[CH2:32][CH2:31]3)[CH:27]=2)[N:22]=[CH:21][N:20]=1. Product: [Cl:1][C:2]1[CH:3]=[C:4]([NH:5][C:19]2[C:28]3[C:23](=[CH:24][C:25]([O:43][CH3:44])=[C:26]([O:29][CH:30]4[CH2:31][CH2:32][NH:33][CH2:34][CH2:35]4)[CH:27]=3)[N:22]=[CH:21][N:20]=2)[CH:6]=[CH:7][C:8]=1[O:9][CH2:10][C:11]1[CH:16]=[CH:15][CH:14]=[CH:13][N:12]=1. The catalyst class is: 32. (2) Reactant: [Br:1][C:2]1[CH:3]=[C:4]2[C:9](=[CH:10][CH:11]=1)[CH:8]=[C:7]([C:12]([NH2:14])=O)[CH:6]=[CH:5]2.N1C=CC=CC=1.C(OC(C(F)(F)F)=O)(C(F)(F)F)=O. Product: [Br:1][C:2]1[CH:3]=[C:4]2[C:9](=[CH:10][CH:11]=1)[CH:8]=[C:7]([C:12]#[N:14])[CH:6]=[CH:5]2. The catalyst class is: 12. (3) Reactant: Cl.[Cl:2][C:3]1[CH:4]=[C:5]([CH:33]=[C:34]([F:36])[CH:35]=1)[O:6][CH2:7][CH2:8][N:9]1[CH:13]=[C:12](/[CH:14]=[CH:15]/[C:16]([NH:18][C:19]2[CH:24]=[CH:23][CH:22]=[CH:21][C:20]=2[NH:25]C(=O)OC(C)(C)C)=[O:17])[CH:11]=[N:10]1. Product: [NH2:25][C:20]1[CH:21]=[CH:22][CH:23]=[CH:24][C:19]=1[NH:18][C:16](=[O:17])/[CH:15]=[CH:14]/[C:12]1[CH:11]=[N:10][N:9]([CH2:8][CH2:7][O:6][C:5]2[CH:33]=[C:34]([F:36])[CH:35]=[C:3]([Cl:2])[CH:4]=2)[CH:13]=1. The catalyst class is: 225. (4) The catalyst class is: 6. Product: [OH:7][C:5]1[N:23]([C:17]2[CH:22]=[CH:21][CH:20]=[CH:19][CH:18]=2)[N:24]=[C:3]([C:2]([F:1])([F:11])[F:12])[CH:4]=1. Reactant: [F:1][C:2]([F:12])([F:11])[C:3](=O)[CH2:4][C:5]([O:7]CC)=O.C(O)(=O)C.[C:17]1([NH:23][NH2:24])[CH:22]=[CH:21][CH:20]=[CH:19][CH:18]=1. (5) Reactant: [CH2:1]([O:8][C:9]([NH:11][C@@H:12]([CH2:32][C:33]1[CH:38]=[CH:37][C:36]([CH:39]2[S:43](=[O:45])(=[O:44])[NH:42][C:41](=[O:46])[CH2:40]2)=[C:35](Br)[CH:34]=1)[C:13]([NH:15][CH2:16][CH2:17][CH2:18][CH2:19][O:20][C:21]1[CH:30]=[CH:29][CH:28]=[C:27]([OH:31])[C:22]=1[C:23]([O:25][CH3:26])=[O:24])=[O:14])=[O:10])[C:2]1[CH:7]=[CH:6][CH:5]=[CH:4][CH:3]=1.[CH3:48][N:49](C=O)C. Product: [CH2:1]([O:8][C:9]([NH:11][C@@H:12]([CH2:32][C:33]1[CH:38]=[CH:37][C:36]([CH:39]2[S:43](=[O:45])(=[O:44])[NH:42][C:41](=[O:46])[CH2:40]2)=[C:35]([C:48]#[N:49])[CH:34]=1)[C:13]([NH:15][CH2:16][CH2:17][CH2:18][CH2:19][O:20][C:21]1[CH:30]=[CH:29][CH:28]=[C:27]([OH:31])[C:22]=1[C:23]([O:25][CH3:26])=[O:24])=[O:14])=[O:10])[C:2]1[CH:7]=[CH:6][CH:5]=[CH:4][CH:3]=1. The catalyst class is: 507. (6) Reactant: [NH2:1][C@H:2]([C:12]([OH:14])=[O:13])[CH2:3][C:4]1[CH:9]=[CH:8][CH:7]=[C:6]([C:10]#[N:11])[CH:5]=1.[OH-].[Na+].C(OC([O-])=O)(=O)[O:18][C:19]([O:21][C:22]([CH3:25])([CH3:24])[CH3:23])=O. Product: [NH:1]([C:19]([O:21][C:22]([CH3:25])([CH3:24])[CH3:23])=[O:18])[C@H:2]([C:12]([OH:14])=[O:13])[CH2:3][C:4]1[CH:9]=[CH:8][CH:7]=[C:6]([C:10]#[N:11])[CH:5]=1. The catalyst class is: 12. (7) The catalyst class is: 27. Product: [CH3:1][C:2]1([CH3:19])[O:6][C@H:5]([CH2:7][O:8][C:9]2[CH:14]=[CH:13][C:12]([CH2:15][CH2:16][CH2:17][O:18][S:28]([CH3:27])(=[O:30])=[O:29])=[CH:11][CH:10]=2)[CH2:4][O:3]1. Reactant: [CH3:1][C:2]1([CH3:19])[O:6][C@H:5]([CH2:7][O:8][C:9]2[CH:14]=[CH:13][C:12]([CH2:15][CH2:16][CH2:17][OH:18])=[CH:11][CH:10]=2)[CH2:4][O:3]1.C(N(CC)CC)C.[CH3:27][S:28](Cl)(=[O:30])=[O:29]. (8) Reactant: [S:1]1[CH2:6][CH2:5][CH:4]([OH:7])[CH2:3][CH2:2]1.[H-].[Na+].[Br:10][C:11]1[C:12](Cl)=[N:13][CH:14]=[CH:15][CH:16]=1. Product: [Br:10][C:11]1[C:12]([O:7][CH:4]2[CH2:5][CH2:6][S:1][CH2:2][CH2:3]2)=[N:13][CH:14]=[CH:15][CH:16]=1. The catalyst class is: 3. (9) Reactant: Cl.[F:2][C:3]1[C:4]([C:16]([F:19])([F:18])[F:17])=[C:5]([CH:10]2[CH2:15][CH2:14][NH:13][CH2:12][CH2:11]2)[CH:6]=[C:7]([F:9])[CH:8]=1.[C:20]([O:24][C:25]([N:27]1[CH2:32][CH2:31][C:30]2[C:33]([C:36](O)=[O:37])=[N:34][NH:35][C:29]=2[CH2:28]1)=[O:26])([CH3:23])([CH3:22])[CH3:21].C(N(C(C)C)CC)(C)C.CN(C(ON1N=NC2C=CC=CC1=2)=[N+](C)C)C.F[P-](F)(F)(F)(F)F. Product: [F:2][C:3]1[C:4]([C:16]([F:19])([F:18])[F:17])=[C:5]([CH:10]2[CH2:11][CH2:12][N:13]([C:36]([C:33]3[C:30]4[CH2:31][CH2:32][N:27]([C:25]([O:24][C:20]([CH3:23])([CH3:22])[CH3:21])=[O:26])[CH2:28][C:29]=4[NH:35][N:34]=3)=[O:37])[CH2:14][CH2:15]2)[CH:6]=[C:7]([F:9])[CH:8]=1. The catalyst class is: 18.